This data is from Full USPTO retrosynthesis dataset with 1.9M reactions from patents (1976-2016). The task is: Predict the reactants needed to synthesize the given product. (1) Given the product [Cl:1][C:2]1[CH:3]([OH:16])[N:4]([C:9]2[CH:13]=[C:12]([I:14])[N:11]([CH3:15])[N:10]=2)[C:5](=[O:8])[C:6]=1[CH3:7].[Cl:1][C:2]1[C:3](=[O:16])[N:4]([C:9]2[CH:13]=[C:12]([I:14])[N:11]([CH3:15])[N:10]=2)[CH:5]([OH:8])[C:6]=1[CH3:7], predict the reactants needed to synthesize it. The reactants are: [Cl:1][C:2]1[C:3](=[O:16])[N:4]([C:9]2[CH:13]=[C:12]([I:14])[N:11]([CH3:15])[N:10]=2)[C:5](=[O:8])[C:6]=1[CH3:7].[BH4-].[Na+].O.C(OCC)(=O)C. (2) Given the product [Cl:12][C:5]1[C:6]2[C:11](=[CH:10][CH:9]=[CH:8][CH:7]=2)[C:2]([NH:1][C:23](=[O:25])[CH3:24])=[C:3]([C:13]([OH:22])([C:14]([F:15])([F:16])[F:17])[C:18]([F:21])([F:19])[F:20])[CH:4]=1, predict the reactants needed to synthesize it. The reactants are: [NH2:1][C:2]1[C:11]2[C:6](=[CH:7][CH:8]=[CH:9][CH:10]=2)[C:5]([Cl:12])=[CH:4][C:3]=1[C:13]([OH:22])([C:18]([F:21])([F:20])[F:19])[C:14]([F:17])([F:16])[F:15].[C:23](OC(=O)C)(=[O:25])[CH3:24].